This data is from Full USPTO retrosynthesis dataset with 1.9M reactions from patents (1976-2016). The task is: Predict the reactants needed to synthesize the given product. (1) The reactants are: [C:1]([O:5][C:6]([N:8]1[CH2:13][CH2:12][C:11]([C:17]2[CH:22]=[CH:21][CH:20]=[CH:19][C:18]=2[Br:23])([C:14](O)=[O:15])[CH2:10][CH2:9]1)=[O:7])([CH3:4])([CH3:3])[CH3:2].ClC(N(C)C)=C(C)C.[N-:32]=[N+:33]=[N-:34].[Na+]. Given the product [C:1]([O:5][C:6]([N:8]1[CH2:13][CH2:12][C:11]([C:14]([N:32]=[N+:33]=[N-:34])=[O:15])([C:17]2[CH:22]=[CH:21][CH:20]=[CH:19][C:18]=2[Br:23])[CH2:10][CH2:9]1)=[O:7])([CH3:4])([CH3:3])[CH3:2], predict the reactants needed to synthesize it. (2) Given the product [CH3:70][N:65]([C:63]([CH2:62][N:59]1[C:60]2[C:56](=[CH:55][CH:54]=[C:53]([C:51]([OH:52])=[O:50])[CH:61]=2)[C:57]([CH:96]2[CH2:97][CH2:98][CH2:99][CH2:100][CH2:101]2)=[C:58]1[C:71]1[CH:72]=[C:73]2[C:78](=[CH:79][CH:80]=1)[N:77]=[C:76]([C:81]1[C:82]([C:89]3[CH:90]=[CH:91][C:92]([Cl:95])=[CH:93][CH:94]=3)=[CH:83][CH:84]=[C:85]([O:87][CH3:88])[CH:86]=1)[CH:75]=[CH:74]2)=[O:64])[CH3:66], predict the reactants needed to synthesize it. The reactants are: COC(C1C=C2C(C(C3CCCCC3)=C(C3C=C4C(=CC=3)N=C(C3C=C(OC)C=CC=3C3C=CC(Cl)=CC=3)C=C4)N2CC(O)=O)=CC=1)=O.C[O:50][C:51]([C:53]1[CH:61]=[C:60]2[C:56]([C:57]([CH:96]3[CH2:101][CH2:100][CH2:99][CH2:98][CH2:97]3)=[C:58]([C:71]3[CH:72]=[C:73]4[C:78](=[CH:79][CH:80]=3)[N:77]=[C:76]([C:81]3[CH:86]=[C:85]([O:87][CH3:88])[CH:84]=[CH:83][C:82]=3[C:89]3[CH:94]=[CH:93][C:92]([Cl:95])=[CH:91][CH:90]=3)[CH:75]=[CH:74]4)[N:59]2[CH2:62][C:63]([N:65]2[CH2:70]COC[CH2:66]2)=[O:64])=[CH:55][CH:54]=1)=[O:52].N1CCOCC1.CNC.